From a dataset of Experimentally validated miRNA-target interactions with 360,000+ pairs, plus equal number of negative samples. Binary Classification. Given a miRNA mature sequence and a target amino acid sequence, predict their likelihood of interaction. (1) The miRNA is mmu-miR-7663-5p with sequence GCUGCUUGGUGAUCAUCCACUGU. The protein sequence of the target gene is MLAGAGRPGLPQGRHLCWLLCAFTLKLCQAEAPVQEEKLSASTSNLPCWLVEEFVVAEECSPCSNFRAKTTPECGPTGYVEKITCSSSKRNEFKSCRSALMEQRLFWKFEGAVVCVALIFACLVIIRQRQLDRKALEKVRKQIESI. Result: 0 (no interaction). (2) The miRNA is hsa-miR-548p with sequence UAGCAAAAACUGCAGUUACUUU. The protein sequence of the target gene is MKTFTWTLGVLFFLLVDTGHCRGGQFKIKKINQRRYPRATDGKEEAKKCAYTFLVPEQRITGPICVNTKGQDASTIKDMITRMDLENLKDVLSRQKREIDVLQLVVDVDGNIVNEVKLLRKESRNMNSRVTQLYMQLLHEIIRKRDNSLELSQLENKILNVTTEMLKMATRYRELEVKYASLTDLVNNQSVMITLLEEQCLRIFSRQDTHVSPPLVQVVPQHIPNSQQYTPGLLGGNEIQRDPGYPRDLMPPPDLATSPTKSPFKIPPVTFINEGPFKDCQQAKEAGHSVSGIYMIKPEN.... Result: 0 (no interaction).